From a dataset of NCI-60 drug combinations with 297,098 pairs across 59 cell lines. Regression. Given two drug SMILES strings and cell line genomic features, predict the synergy score measuring deviation from expected non-interaction effect. (1) Drug 1: CN1C2=C(C=C(C=C2)N(CCCl)CCCl)N=C1CCCC(=O)O.Cl. Drug 2: C1=NNC2=C1C(=O)NC=N2. Cell line: HT29. Synergy scores: CSS=2.60, Synergy_ZIP=0.343, Synergy_Bliss=1.46, Synergy_Loewe=0.191, Synergy_HSA=0.0567. (2) Drug 1: CC1=C2C(C(=O)C3(C(CC4C(C3C(C(C2(C)C)(CC1OC(=O)C(C(C5=CC=CC=C5)NC(=O)OC(C)(C)C)O)O)OC(=O)C6=CC=CC=C6)(CO4)OC(=O)C)OC)C)OC. Drug 2: CCN(CC)CCCC(C)NC1=C2C=C(C=CC2=NC3=C1C=CC(=C3)Cl)OC. Cell line: SK-MEL-2. Synergy scores: CSS=34.1, Synergy_ZIP=-4.41, Synergy_Bliss=-7.11, Synergy_Loewe=-19.8, Synergy_HSA=-4.48.